Regression. Given two drug SMILES strings and cell line genomic features, predict the synergy score measuring deviation from expected non-interaction effect. From a dataset of NCI-60 drug combinations with 297,098 pairs across 59 cell lines. (1) Drug 1: CC=C1C(=O)NC(C(=O)OC2CC(=O)NC(C(=O)NC(CSSCCC=C2)C(=O)N1)C(C)C)C(C)C. Drug 2: CS(=O)(=O)CCNCC1=CC=C(O1)C2=CC3=C(C=C2)N=CN=C3NC4=CC(=C(C=C4)OCC5=CC(=CC=C5)F)Cl. Cell line: NCI-H322M. Synergy scores: CSS=31.1, Synergy_ZIP=-4.54, Synergy_Bliss=-4.02, Synergy_Loewe=-13.8, Synergy_HSA=0.258. (2) Drug 1: C1=CN(C(=O)N=C1N)C2C(C(C(O2)CO)O)O.Cl. Drug 2: CC1=C(C(=O)C2=C(C1=O)N3CC4C(C3(C2COC(=O)N)OC)N4)N. Cell line: ACHN. Synergy scores: CSS=78.5, Synergy_ZIP=-4.36, Synergy_Bliss=-4.92, Synergy_Loewe=-4.07, Synergy_HSA=-0.762. (3) Drug 1: CC1=C(C=C(C=C1)NC(=O)C2=CC=C(C=C2)CN3CCN(CC3)C)NC4=NC=CC(=N4)C5=CN=CC=C5. Drug 2: CC1C(C(CC(O1)OC2CC(CC3=C2C(=C4C(=C3O)C(=O)C5=CC=CC=C5C4=O)O)(C(=O)C)O)N)O. Cell line: OVCAR3. Synergy scores: CSS=27.7, Synergy_ZIP=0.160, Synergy_Bliss=-2.67, Synergy_Loewe=-36.2, Synergy_HSA=-5.05. (4) Drug 1: C1=NC2=C(N=C(N=C2N1C3C(C(C(O3)CO)O)O)F)N. Drug 2: C(=O)(N)NO. Cell line: A498. Synergy scores: CSS=1.02, Synergy_ZIP=-0.372, Synergy_Bliss=1.84, Synergy_Loewe=0.185, Synergy_HSA=0.366. (5) Drug 1: CS(=O)(=O)C1=CC(=C(C=C1)C(=O)NC2=CC(=C(C=C2)Cl)C3=CC=CC=N3)Cl. Drug 2: C(CCl)NC(=O)N(CCCl)N=O. Cell line: RXF 393. Synergy scores: CSS=9.76, Synergy_ZIP=-2.56, Synergy_Bliss=-2.42, Synergy_Loewe=-4.89, Synergy_HSA=-3.19. (6) Drug 1: CC1=CC=C(C=C1)C2=CC(=NN2C3=CC=C(C=C3)S(=O)(=O)N)C(F)(F)F. Drug 2: COCCOC1=C(C=C2C(=C1)C(=NC=N2)NC3=CC=CC(=C3)C#C)OCCOC.Cl. Cell line: SNB-19. Synergy scores: CSS=-1.28, Synergy_ZIP=1.15, Synergy_Bliss=3.69, Synergy_Loewe=-2.52, Synergy_HSA=-0.671.